From a dataset of Full USPTO retrosynthesis dataset with 1.9M reactions from patents (1976-2016). Predict the reactants needed to synthesize the given product. (1) Given the product [Cl:1][C:2]1[CH:9]=[C:8]([N:10]2[C:14]([CH3:15])=[C:13]([OH:21])[C:12]([CH3:18])=[N:11]2)[CH:7]=[CH:6][C:3]=1[C:4]#[N:5], predict the reactants needed to synthesize it. The reactants are: [Cl:1][C:2]1[CH:9]=[C:8]([N:10]2[C:14]([CH3:15])=[C:13](C=O)[C:12]([CH3:18])=[N:11]2)[CH:7]=[CH:6][C:3]=1[C:4]#[N:5].C(OCC)(=[O:21])C.ClC1C=CC=C(C(OO)=O)C=1. (2) Given the product [CH3:1][N:2]1[CH:6]=[CH:5][C:4]([CH:7]([CH3:18])[C:8]([OH:10])=[O:9])=[N:3]1, predict the reactants needed to synthesize it. The reactants are: [CH3:1][N:2]1[CH:6]=[CH:5][C:4]([C:7](=[CH2:18])[C:8]([O:10]CC2C=CC=CC=2)=[O:9])=[N:3]1.